Predict the product of the given reaction. From a dataset of Forward reaction prediction with 1.9M reactions from USPTO patents (1976-2016). (1) Given the reactants Br[CH2:2][CH2:3][CH2:4][C:5]([O:7][C:8]([CH3:11])([CH3:10])[CH3:9])=[O:6].[CH3:12][O:13][C:14]1[CH:21]=[CH:20][C:17]([CH2:18][NH2:19])=[CH:16][CH:15]=1.C(=O)(O)[O-].[Na+], predict the reaction product. The product is: [CH3:12][O:13][C:14]1[CH:21]=[CH:20][C:17]([CH2:18][NH:19][CH2:2][CH2:3][CH2:4][C:5]([O:7][C:8]([CH3:11])([CH3:10])[CH3:9])=[O:6])=[CH:16][CH:15]=1. (2) Given the reactants Br[C:2]1[CH:7]=[CH:6][C:5]([C:8]([CH3:13])([CH3:12])[C:9]([OH:11])=[O:10])=[CH:4][CH:3]=1.O.[N:15]1[CH:20]=[C:19](B(O)O)[CH:18]=[N:17][CH:16]=1.C(=O)([O-])[O-].[K+].[K+], predict the reaction product. The product is: [CH3:12][C:8]([C:5]1[CH:6]=[CH:7][C:2]([C:19]2[CH:20]=[N:15][CH:16]=[N:17][CH:18]=2)=[CH:3][CH:4]=1)([CH3:13])[C:9]([OH:11])=[O:10]. (3) Given the reactants F[C:2]([O:4][CH2:5][CH2:6]F)=[O:3].[F-:8].[Na+].[CH2:10]([OH:12])[CH3:11], predict the reaction product. The product is: [C:2](=[O:3])([O:4][CH2:5][CH3:6])[O:12][CH2:10][CH2:11][F:8].